This data is from Full USPTO retrosynthesis dataset with 1.9M reactions from patents (1976-2016). The task is: Predict the reactants needed to synthesize the given product. Given the product [CH3:22][C:3]1[C:2]([NH:1][C:26]([CH:23]2[CH2:25][CH2:24]2)=[O:27])=[N:11][C:10]2[C:5]([N:4]=1)=[CH:6][CH:7]=[CH:8][C:9]=2[C:12]1[NH:20][C:19]2[CH2:18][CH2:17][NH:16][C:15](=[O:21])[C:14]=2[CH:13]=1, predict the reactants needed to synthesize it. The reactants are: [NH2:1][C:2]1[C:3]([CH3:22])=[N:4][C:5]2[C:10]([N:11]=1)=[C:9]([C:12]1[NH:20][C:19]3[CH2:18][CH2:17][NH:16][C:15](=[O:21])[C:14]=3[CH:13]=1)[CH:8]=[CH:7][CH:6]=2.[CH:23]1([C:26](Cl)=[O:27])[CH2:25][CH2:24]1.